Dataset: Catalyst prediction with 721,799 reactions and 888 catalyst types from USPTO. Task: Predict which catalyst facilitates the given reaction. (1) Reactant: Br[C:2]1[C:3](=[O:20])[N:4]([C:9]2[CH:10]=[C:11]([CH:16]=[CH:17][C:18]=2[CH3:19])[C:12]([O:14][CH3:15])=[O:13])[CH:5]=[C:6]([Br:8])[N:7]=1.[CH2:21]([O:28][C:29]1[CH:34]=[CH:33][CH:32]=[CH:31][C:30]=1[C:35]1([NH2:39])[CH2:38][CH2:37][CH2:36]1)[C:22]1[CH:27]=[CH:26][CH:25]=[CH:24][CH:23]=1.C(N(CC)C(C)C)(C)C. Product: [CH2:21]([O:28][C:29]1[CH:34]=[CH:33][CH:32]=[CH:31][C:30]=1[C:35]1([NH:39][C:2]2[C:3](=[O:20])[N:4]([C:9]3[CH:10]=[C:11]([CH:16]=[CH:17][C:18]=3[CH3:19])[C:12]([O:14][CH3:15])=[O:13])[CH:5]=[C:6]([Br:8])[N:7]=2)[CH2:38][CH2:37][CH2:36]1)[C:22]1[CH:23]=[CH:24][CH:25]=[CH:26][CH:27]=1. The catalyst class is: 872. (2) Reactant: [Cl:1][C:2]1[N:7]=[C:6]([N:8]2[CH2:14][C@H:13]3[N:15](C(OC(C)(C)C)=O)[C@H:10]([CH2:11][CH2:12]3)[CH2:9]2)[CH:5]=[CH:4][N:3]=1. Product: [Cl:1][C:2]1[N:7]=[C:6]([N:8]2[CH2:9][C@H:10]3[NH:15][C@H:13]([CH2:12][CH2:11]3)[CH2:14]2)[CH:5]=[CH:4][N:3]=1. The catalyst class is: 12. (3) Reactant: [Br:1][C:2]1[N:6]2[CH:7]=[C:8]([C:11]([OH:13])=O)[N:9]=[CH:10][C:5]2=[N:4][CH:3]=1.C(Cl)(=O)C(Cl)=O.C(N(CC)CC)C.[F:27][C:28]1[CH:33]=[CH:32][C:31]([NH:34][CH3:35])=[CH:30][CH:29]=1. Product: [Br:1][C:2]1[N:6]2[CH:7]=[C:8]([C:11]([N:34]([C:31]3[CH:32]=[CH:33][C:28]([F:27])=[CH:29][CH:30]=3)[CH3:35])=[O:13])[N:9]=[CH:10][C:5]2=[N:4][CH:3]=1. The catalyst class is: 308. (4) Product: [CH3:1][C:2]1[CH:7]=[CH:6][C:5]([O:8][CH2:22][CH:21]=[CH2:20])=[CH:4][C:3]=1[N+:9]([O-:11])=[O:10]. The catalyst class is: 21. Reactant: [CH3:1][C:2]1[CH:7]=[CH:6][C:5]([OH:8])=[CH:4][C:3]=1[N+:9]([O-:11])=[O:10].C(=O)([O-])[O-].[K+].[K+].[I-].[Na+].[CH2:20](Br)[CH:21]=[CH2:22]. (5) Product: [C:24]([O:27][CH:4]1[CH2:5][CH:16]([C:17]2[CH:22]=[CH:21][CH:20]=[CH:19][CH:18]=2)[O:1][CH:2]([C:6]2[CH:7]=[C:8]([CH:13]=[CH:14][CH:15]=2)[C:9]([O:11][CH3:12])=[O:10])[CH2:3]1)(=[O:26])[CH3:25]. Reactant: [OH:1][CH:2]([C:6]1[CH:7]=[C:8]([CH:13]=[CH:14][CH:15]=1)[C:9]([O:11][CH3:12])=[O:10])[CH2:3][CH:4]=[CH2:5].[CH:16](=O)[C:17]1[CH:22]=[CH:21][CH:20]=[CH:19][CH:18]=1.[C:24]([OH:27])(=[O:26])[CH3:25].B(F)(F)F.CCOCC. The catalyst class is: 48.